Dataset: Full USPTO retrosynthesis dataset with 1.9M reactions from patents (1976-2016). Task: Predict the reactants needed to synthesize the given product. (1) Given the product [CH3:1][C:2]1[N:3]([CH2:22][C:23]2[C:32]3[C:27](=[CH:28][CH:29]=[CH:30][CH:31]=3)[CH:26]=[CH:25][CH:24]=2)[C:4]2[CH:10]=[C:9]([N:11]3[CH2:12][CH2:13][O:14][CH2:15][CH2:16]3)[CH:8]=[C:7]([C:17]([O:19][CH3:20])=[O:18])[C:5]=2[N:6]=1, predict the reactants needed to synthesize it. The reactants are: [CH3:1][C:2]1[NH:6][C:5]2[C:7]([C:17]([O:19][CH3:20])=[O:18])=[CH:8][C:9]([N:11]3[CH2:16][CH2:15][O:14][CH2:13][CH2:12]3)=[CH:10][C:4]=2[N:3]=1.Br[CH2:22][C:23]1[C:32]2[C:27](=[CH:28][CH:29]=[CH:30][CH:31]=2)[CH:26]=[CH:25][CH:24]=1.C([O-])([O-])=O.[K+].[K+]. (2) Given the product [F:15][CH2:14][CH2:13][O:12][C:3]1[C:2]([C:23]([O:26][CH3:16])=[O:24])=[C:11]2[C:6]([CH:7]=[CH:8][CH:9]=[N:10]2)=[CH:5][CH:4]=1, predict the reactants needed to synthesize it. The reactants are: Br[C:2]1[C:3]([O:12][CH2:13][CH2:14][F:15])=[CH:4][CH:5]=[C:6]2[C:11]=1[N:10]=[CH:9][CH:8]=[CH:7]2.[CH3:16]CN(CC)CC.[C:23]([O-:26])(O)=[O:24].[Na+].